Predict the reaction yield, written as a fraction of the theoretical maximum amount of product (1.0 means a 100% yield; for example, 0.34 means a 34% yield). From a dataset of Reaction yield outcomes from USPTO patents with 853,638 reactions. (1) The reactants are C([O:3][C:4](=O)[C:5]1[CH:10]=[CH:9][C:8]([O:11][C:12]2[CH:17]=[CH:16][C:15]([O:18][C:19]([F:22])([F:21])[F:20])=[CH:14][CH:13]=2)=[N:7][CH:6]=1)C.C1(C)C=CC=CC=1.[H-].C([Al+]CC(C)C)C(C)C.[OH-].[Na+]. The catalyst is O1CCCC1. The product is [F:22][C:19]([F:20])([F:21])[O:18][C:15]1[CH:16]=[CH:17][C:12]([O:11][C:8]2[N:7]=[CH:6][C:5]([CH2:4][OH:3])=[CH:10][CH:9]=2)=[CH:13][CH:14]=1. The yield is 0.940. (2) The yield is 0.430. The reactants are CC1C=CC(S(OCC2CC3C(F)=CC=C(C4C=CC=CC=4)C=3O2)(=O)=O)=CC=1.[N-]=[N+]=[N-].[Na+].N(CC1CC2C=C(Cl)C=C(C3C=CSC=3)C=2O1)=[N+]=[N-].[N:52]([CH2:55][CH:56]1[CH2:60][C:59]2[C:61]([F:71])=[CH:62][CH:63]=[C:64]([C:65]3[CH:70]=[CH:69][CH:68]=[CH:67][CH:66]=3)[C:58]=2[O:57]1)=[N+]=[N-].[N-]=[N+]=[N-]. The product is [F:71][C:61]1[C:59]2[CH2:60][CH:56]([CH2:55][NH2:52])[O:57][C:58]=2[C:64]([C:65]2[CH:70]=[CH:69][CH:68]=[CH:67][CH:66]=2)=[CH:63][CH:62]=1. The catalyst is [Pd]. (3) The reactants are [C:1]([O:5][C:6]([N:8]1[CH2:13][CH2:12][CH:11]([CH2:14][CH2:15][O:16][C:17]2[CH:22]=[CH:21][C:20]([N+:23]([O-])=O)=[C:19]([N+:26]([O-])=O)[CH:18]=2)[CH2:10][CH2:9]1)=[O:7])([CH3:4])([CH3:3])[CH3:2]. The catalyst is CN(C=O)C.CO.[Pd]. The product is [C:1]([O:5][C:6]([N:8]1[CH2:13][CH2:12][CH:11]([CH2:14][CH2:15][O:16][C:17]2[CH:22]=[CH:21][C:20]([NH2:23])=[C:19]([NH2:26])[CH:18]=2)[CH2:10][CH2:9]1)=[O:7])([CH3:4])([CH3:2])[CH3:3]. The yield is 1.00. (4) The catalyst is O1CCOCC1.C1C=CC(P(C2C=CC=CC=2)[C-]2C=CC=C2)=CC=1.C1C=CC(P(C2C=CC=CC=2)[C-]2C=CC=C2)=CC=1.Cl[Pd]Cl.[Fe+2]. The reactants are Br[C:2]1[CH:22]=[CH:21][C:5]([O:6][C:7]2[CH:14]=[CH:13][C:10]([C:11]#[N:12])=[C:9]([O:15][CH:16]3[CH2:20][CH2:19][CH2:18][CH2:17]3)[N:8]=2)=[CH:4][C:3]=1[CH:23]=[O:24].[B:25]1([B:25]2[O:29][C:28]([CH3:31])([CH3:30])[C:27]([CH3:33])([CH3:32])[O:26]2)[O:29][C:28]([CH3:31])([CH3:30])[C:27]([CH3:33])([CH3:32])[O:26]1.C([O-])(=O)C.[K+]. The product is [CH:16]1([O:15][C:9]2[N:8]=[C:7]([O:6][C:5]3[CH:21]=[CH:22][C:2]([B:25]4[O:29][C:28]([CH3:31])([CH3:30])[C:27]([CH3:33])([CH3:32])[O:26]4)=[C:3]([CH:23]=[O:24])[CH:4]=3)[CH:14]=[CH:13][C:10]=2[C:11]#[N:12])[CH2:20][CH2:19][CH2:18][CH2:17]1. The yield is 0.830. (5) The product is [F:1][C:2]1[C:8]([C:9]([F:10])([F:11])[F:12])=[CH:7][CH:6]=[CH:5][C:3]=1[NH:4][N:13]=[C:25]([C:26](=[O:28])[CH3:27])[C:22](=[O:24])[CH3:23]. The catalyst is C(O)(=O)C.Cl.O. The reactants are [F:1][C:2]1[C:8]([C:9]([F:12])([F:11])[F:10])=[CH:7][CH:6]=[CH:5][C:3]=1[NH2:4].[N:13]([O-])=O.[Na+].C([O-])(=O)C.[Na+].[C:22]([CH2:25][C:26](=[O:28])[CH3:27])(=[O:24])[CH3:23]. The yield is 0.550. (6) The reactants are Cl.[I:2][C:3]1[CH:4]=[CH:5][C:6]2[N:7]([CH:9]=[C:10]([NH2:12])[N:11]=2)[N:8]=1.[CH:13]1([C:16](Cl)=[O:17])[CH2:15][CH2:14]1.O. The catalyst is CC(N(C)C)=O. The product is [I:2][C:3]1[CH:4]=[CH:5][C:6]2[N:7]([CH:9]=[C:10]([NH:12][C:16]([CH:13]3[CH2:15][CH2:14]3)=[O:17])[N:11]=2)[N:8]=1. The yield is 0.770. (7) The reactants are [CH3:1][N:2]1[C:6]2[CH:7]=[C:8]([NH2:11])[CH:9]=[CH:10][C:5]=2[N:4]=[CH:3]1.[Br:12]Br.N. The catalyst is CC(O)=O. The product is [CH3:1][N:2]1[C:6]2[C:7]([Br:12])=[C:8]([NH2:11])[CH:9]=[CH:10][C:5]=2[N:4]=[CH:3]1. The yield is 0.350. (8) The yield is 1.07. The catalyst is CO.[Pd]. The product is [C:1]([O:5][C:6]([N:8]1[CH2:9][CH2:10][CH:11]([C:14]2[CH:19]=[CH:18][C:17]([NH2:20])=[CH:16][N:15]=2)[CH2:12][CH2:13]1)=[O:7])([CH3:4])([CH3:2])[CH3:3]. The reactants are [C:1]([O:5][C:6]([N:8]1[CH2:13][CH:12]=[C:11]([C:14]2[CH:19]=[CH:18][C:17]([N+:20]([O-])=O)=[CH:16][N:15]=2)[CH2:10][CH2:9]1)=[O:7])([CH3:4])([CH3:3])[CH3:2]. (9) The reactants are I[C:2]1[CH:3]=[C:4]([C:22]([O:24][CH3:25])=[O:23])[C:5]([O:8][C:9]2[CH:14]=[CH:13][C:12]([O:15][C:16]3[CH:21]=[CH:20][CH:19]=[CH:18][CH:17]=3)=[CH:11][CH:10]=2)=[N:6][CH:7]=1.[NH2:26][CH:27]1[CH2:31][CH2:30][N:29]([C:32]([O:34][C:35]([CH3:38])([CH3:37])[CH3:36])=[O:33])[CH2:28]1.C(Cl)(Cl)Cl.CC(OC1C=CC=C(OC(C)C)C=1C1C(P(C2CCCCC2)C2CCCCC2)=CC=CC=1)C.C([O-])([O-])=O.[Cs+].[Cs+]. The catalyst is O1CCOCC1.C1C=CC(/C=C/C(/C=C/C2C=CC=CC=2)=O)=CC=1.C1C=CC(/C=C/C(/C=C/C2C=CC=CC=2)=O)=CC=1.C1C=CC(/C=C/C(/C=C/C2C=CC=CC=2)=O)=CC=1.[Pd].[Pd]. The product is [C:35]([O:34][C:32]([N:29]1[CH2:30][CH2:31][CH:27]([NH:26][C:2]2[CH:3]=[C:4]([C:22]([O:24][CH3:25])=[O:23])[C:5]([O:8][C:9]3[CH:14]=[CH:13][C:12]([O:15][C:16]4[CH:21]=[CH:20][CH:19]=[CH:18][CH:17]=4)=[CH:11][CH:10]=3)=[N:6][CH:7]=2)[CH2:28]1)=[O:33])([CH3:38])([CH3:36])[CH3:37]. The yield is 0.130.